This data is from NCI-60 drug combinations with 297,098 pairs across 59 cell lines. The task is: Regression. Given two drug SMILES strings and cell line genomic features, predict the synergy score measuring deviation from expected non-interaction effect. (1) Drug 1: C1=NC2=C(N1)C(=S)N=C(N2)N. Drug 2: CC1=C(C(CCC1)(C)C)C=CC(=CC=CC(=CC(=O)O)C)C. Cell line: SR. Synergy scores: CSS=61.2, Synergy_ZIP=7.41, Synergy_Bliss=4.30, Synergy_Loewe=-11.2, Synergy_HSA=2.50. (2) Drug 1: C1=NC2=C(N1)C(=S)N=C(N2)N. Drug 2: N.N.Cl[Pt+2]Cl. Cell line: MDA-MB-435. Synergy scores: CSS=4.96, Synergy_ZIP=-6.03, Synergy_Bliss=-4.79, Synergy_Loewe=-19.2, Synergy_HSA=-8.64. (3) Drug 2: COCCOC1=C(C=C2C(=C1)C(=NC=N2)NC3=CC=CC(=C3)C#C)OCCOC.Cl. Drug 1: C#CCC(CC1=CN=C2C(=N1)C(=NC(=N2)N)N)C3=CC=C(C=C3)C(=O)NC(CCC(=O)O)C(=O)O. Synergy scores: CSS=5.78, Synergy_ZIP=-0.628, Synergy_Bliss=2.41, Synergy_Loewe=0.771, Synergy_HSA=0.772. Cell line: DU-145. (4) Drug 1: CCCCCOC(=O)NC1=NC(=O)N(C=C1F)C2C(C(C(O2)C)O)O. Drug 2: CCC1=C2CN3C(=CC4=C(C3=O)COC(=O)C4(CC)O)C2=NC5=C1C=C(C=C5)O. Cell line: EKVX. Synergy scores: CSS=7.79, Synergy_ZIP=-1.20, Synergy_Bliss=-0.550, Synergy_Loewe=-29.2, Synergy_HSA=0.855. (5) Synergy scores: CSS=25.4, Synergy_ZIP=8.95, Synergy_Bliss=9.44, Synergy_Loewe=9.60, Synergy_HSA=9.13. Drug 2: CCC1(CC2CC(C3=C(CCN(C2)C1)C4=CC=CC=C4N3)(C5=C(C=C6C(=C5)C78CCN9C7C(C=CC9)(C(C(C8N6C)(C(=O)OC)O)OC(=O)C)CC)OC)C(=O)OC)O.OS(=O)(=O)O. Drug 1: CC1=C(C=C(C=C1)NC2=NC=CC(=N2)N(C)C3=CC4=NN(C(=C4C=C3)C)C)S(=O)(=O)N.Cl. Cell line: NCIH23. (6) Drug 1: C1=CN(C=N1)CC(O)(P(=O)(O)O)P(=O)(O)O. Drug 2: C#CCC(CC1=CN=C2C(=N1)C(=NC(=N2)N)N)C3=CC=C(C=C3)C(=O)NC(CCC(=O)O)C(=O)O. Cell line: RPMI-8226. Synergy scores: CSS=2.35, Synergy_ZIP=-0.0395, Synergy_Bliss=-1.53, Synergy_Loewe=-2.19, Synergy_HSA=-4.01. (7) Drug 1: C1=CC(=CC=C1C#N)C(C2=CC=C(C=C2)C#N)N3C=NC=N3. Drug 2: C1=NC2=C(N=C(N=C2N1C3C(C(C(O3)CO)O)F)Cl)N. Cell line: TK-10. Synergy scores: CSS=0.153, Synergy_ZIP=-0.791, Synergy_Bliss=0.0819, Synergy_Loewe=-6.88, Synergy_HSA=-4.66. (8) Drug 1: CC1=C2C(C(=O)C3(C(CC4C(C3C(C(C2(C)C)(CC1OC(=O)C(C(C5=CC=CC=C5)NC(=O)C6=CC=CC=C6)O)O)OC(=O)C7=CC=CC=C7)(CO4)OC(=O)C)O)C)OC(=O)C. Drug 2: CCN(CC)CCCC(C)NC1=C2C=C(C=CC2=NC3=C1C=CC(=C3)Cl)OC. Cell line: UACC62. Synergy scores: CSS=23.7, Synergy_ZIP=-6.65, Synergy_Bliss=-5.22, Synergy_Loewe=-23.8, Synergy_HSA=-4.32. (9) Drug 1: C1=CC(=CC=C1CCC2=CNC3=C2C(=O)NC(=N3)N)C(=O)NC(CCC(=O)O)C(=O)O. Drug 2: B(C(CC(C)C)NC(=O)C(CC1=CC=CC=C1)NC(=O)C2=NC=CN=C2)(O)O. Cell line: CAKI-1. Synergy scores: CSS=12.9, Synergy_ZIP=-0.302, Synergy_Bliss=-0.577, Synergy_Loewe=1.78, Synergy_HSA=1.14.